Predict which catalyst facilitates the given reaction. From a dataset of Catalyst prediction with 721,799 reactions and 888 catalyst types from USPTO. (1) Reactant: Cl[C:2]1[N:7]=[C:6]([C:8]2[CH:13]=[CH:12][CH:11]=[CH:10][CH:9]=2)[N:5]=[C:4]([C:14]([NH:16][C:17]2[CH:22]=[CH:21][CH:20]=[CH:19][C:18]=2[C:23]2[S:24][C:25]([CH3:28])=[CH:26][N:27]=2)=[O:15])[CH:3]=1.[CH3:29][N:30]([CH3:34])[CH2:31][CH2:32][NH2:33]. Product: [CH3:29][N:30]([CH3:34])[CH2:31][CH2:32][NH:33][C:2]1[N:7]=[C:6]([C:8]2[CH:13]=[CH:12][CH:11]=[CH:10][CH:9]=2)[N:5]=[C:4]([C:14]([NH:16][C:17]2[CH:22]=[CH:21][CH:20]=[CH:19][C:18]=2[C:23]2[S:24][C:25]([CH3:28])=[CH:26][N:27]=2)=[O:15])[CH:3]=1. The catalyst class is: 20. (2) Reactant: Cl[CH2:2][C:3]([NH:5][C:6]1[CH:11]=[C:10]([C:12]2[NH:20][C:19]3[C:14](=[N:15][CH:16]=[C:17]([Cl:21])[CH:18]=3)[C:13]=2[C:22]2[CH:27]=[CH:26][C:25]([F:28])=[CH:24][N:23]=2)[CH:9]=[CH:8][N:7]=1)=[O:4].[CH3:29][N:30]([CH3:37])[CH:31]1[CH2:36][CH2:35][NH:34][CH2:33][CH2:32]1.C(O)(C(F)(F)F)=O. The catalyst class is: 192. Product: [Cl:21][C:17]1[CH:18]=[C:19]2[NH:20][C:12]([C:10]3[CH:9]=[CH:8][N:7]=[C:6]([NH:5][C:3](=[O:4])[CH2:2][N:34]4[CH2:35][CH2:36][CH:31]([N:30]([CH3:37])[CH3:29])[CH2:32][CH2:33]4)[CH:11]=3)=[C:13]([C:22]3[CH:27]=[CH:26][C:25]([F:28])=[CH:24][N:23]=3)[C:14]2=[N:15][CH:16]=1.